This data is from Reaction yield outcomes from USPTO patents with 853,638 reactions. The task is: Predict the reaction yield, written as a fraction of the theoretical maximum amount of product (1.0 means a 100% yield; for example, 0.34 means a 34% yield). (1) The reactants are O.[OH-].[Li+].[Cl:4][C:5]1[CH:6]=[C:7]2[C:13]([CH2:14][CH2:15][C:16](OC)=[O:17])=[C:12]([C:20]3[CH:25]=[CH:24][C:23]([Cl:26])=[CH:22][CH:21]=3)[N:11]([CH3:27])[C:8]2=[N:9][CH:10]=1.ON1C2C=CC=CC=2N=N1.C(N(CC)CC)C.Cl.CN(C)CCCN=C=NCC.[C:57]1([CH2:63][C:64]2([OH:70])[CH2:69][CH2:68][NH:67][CH2:66][CH2:65]2)[CH:62]=[CH:61][CH:60]=[CH:59][CH:58]=1. The catalyst is CO.O1CCCC1.O. The product is [Cl:4][C:5]1[CH:6]=[C:7]2[C:13]([CH2:14][CH2:15][C:16]([N:67]3[CH2:66][CH2:65][C:64]([CH2:63][C:57]4[CH:62]=[CH:61][CH:60]=[CH:59][CH:58]=4)([OH:70])[CH2:69][CH2:68]3)=[O:17])=[C:12]([C:20]3[CH:25]=[CH:24][C:23]([Cl:26])=[CH:22][CH:21]=3)[N:11]([CH3:27])[C:8]2=[N:9][CH:10]=1. The yield is 0.830. (2) The reactants are [CH3:1][O:2][C:3]1[CH:13]=[CH:12][C:6]2[NH:7][C:8](=[O:11])[CH2:9][O:10][C:5]=2[CH:4]=1.[H-].[Na+].Br[CH2:17][C:18]([O:20][CH2:21][CH3:22])=[O:19].FC(F)(F)C(O)=O. The catalyst is C1COCC1.CC#N.O. The product is [CH3:1][O:2][C:3]1[CH:13]=[CH:12][C:6]2[N:7]([CH2:17][C:18]([O:20][CH2:21][CH3:22])=[O:19])[C:8](=[O:11])[CH2:9][O:10][C:5]=2[CH:4]=1. The yield is 0.640.